Dataset: Full USPTO retrosynthesis dataset with 1.9M reactions from patents (1976-2016). Task: Predict the reactants needed to synthesize the given product. (1) Given the product [NH2:8][C:4]1[C:3]2[N:9]([CH2:10][CH2:11][CH2:12][C:13]([O:15][CH2:16][CH3:17])=[O:14])[C:19](=[O:18])[NH:1][C:2]=2[CH:7]=[CH:6][CH:5]=1, predict the reactants needed to synthesize it. The reactants are: [NH2:1][C:2]1[CH:7]=[CH:6][CH:5]=[C:4]([NH2:8])[C:3]=1[NH:9][CH2:10][CH2:11][CH2:12][C:13]([O:15][CH2:16][CH3:17])=[O:14].[O:18]1CCC[CH2:19]1. (2) Given the product [C:3]([C:7]1[CH:15]=[C:14]([C:16]([CH3:19])([CH3:18])[CH3:17])[CH:13]=[C:9]([C:10]([O-:12])=[O:11])[C:8]=1[OH:20])([CH3:6])([CH3:5])[CH3:4].[Cr+3:22].[C:3]([C:7]1[CH:15]=[C:14]([C:16]([CH3:19])([CH3:18])[CH3:17])[CH:13]=[C:9]([C:10]([O-:12])=[O:11])[C:8]=1[OH:20])([CH3:6])([CH3:5])[CH3:4].[C:3]([C:7]1[CH:15]=[C:14]([C:16]([CH3:19])([CH3:18])[CH3:17])[CH:13]=[C:9]([C:10]([O-:12])=[O:11])[C:8]=1[OH:20])([CH3:6])([CH3:5])[CH3:4], predict the reactants needed to synthesize it. The reactants are: [OH-].[Na+].[C:3]([C:7]1[CH:15]=[C:14]([C:16]([CH3:19])([CH3:18])[CH3:17])[CH:13]=[C:9]([C:10]([OH:12])=[O:11])[C:8]=1[OH:20])([CH3:6])([CH3:5])[CH3:4].[Cl-].[Cr+3:22].[Cl-].[Cl-]. (3) Given the product [CH2:1]([O:3][C:4](=[O:29])[CH2:5][C@@H:6]([C:36]1[CH:35]=[N:32][C:33]([O:40][CH3:39])=[CH:34][CH:42]=1)[NH:7][CH3:20])[CH3:2], predict the reactants needed to synthesize it. The reactants are: [CH2:1]([O:3][C:4](=[O:29])[C@@H:5](C1C=NC(OC)=CC=1)[CH2:6][N:7]([CH3:20])S(C1C=CC([N+]([O-])=O)=CC=1)(=O)=O)[CH3:2].C([N:32]([CH2:35][CH3:36])[CH2:33][CH3:34])C.SC[C:39](O)=[O:40].[CH2:42](Cl)Cl. (4) Given the product [CH3:38][C@@H:39]1[CH2:43][CH2:42][C@@H:41]([CH3:44])[N:40]1[C:26]([N:12]1[CH2:13][CH:14]([C:16]2[CH:17]=[CH:18][C:19]([C:22]([F:23])([F:25])[F:24])=[CH:20][CH:21]=2)[CH2:15][CH:10]([NH:9][C:7]([C:1]2[CH:2]=[CH:3][CH:4]=[CH:5][CH:6]=2)=[O:8])[CH2:11]1)=[O:27], predict the reactants needed to synthesize it. The reactants are: [C:1]1([C:7]([NH:9][CH:10]2[CH2:15][CH:14]([C:16]3[CH:21]=[CH:20][C:19]([C:22]([F:25])([F:24])[F:23])=[CH:18][CH:17]=3)[CH2:13][N:12]([C:26](OC3C=CC([N+]([O-])=O)=CC=3)=[O:27])[CH2:11]2)=[O:8])[CH:6]=[CH:5][CH:4]=[CH:3][CH:2]=1.[CH3:38][C@@H:39]1[CH2:43][CH2:42][C@@H:41]([CH3:44])[NH:40]1.C(=O)([O-])[O-].[K+].[K+].